This data is from Catalyst prediction with 721,799 reactions and 888 catalyst types from USPTO. The task is: Predict which catalyst facilitates the given reaction. (1) Reactant: [CH2:1]([O:3][C:4](=[O:12])[C:5]1[CH:10]=[CH:9][CH:8]=[C:7]([NH2:11])[CH:6]=1)[CH3:2].[F:13][C:14]1[CH:19]=[CH:18][CH:17]=[C:16]([F:20])[C:15]=1[S:21](Cl)(=[O:23])=[O:22].N1C=CC=CC=1. Product: [F:13][C:14]1[CH:19]=[CH:18][CH:17]=[C:16]([F:20])[C:15]=1[S:21]([NH:11][C:7]1[CH:6]=[C:5]([CH:10]=[CH:9][CH:8]=1)[C:4]([O:3][CH2:1][CH3:2])=[O:12])(=[O:23])=[O:22]. The catalyst class is: 2. (2) Reactant: [NH2:1][C:2]1[N:7]=[CH:6][N:5]=[C:4]2[N:8]([CH2:25][C@H:26]([NH:28]C(=O)OC(C)(C)C)[CH3:27])[N:9]=[C:10]([C:11]3[CH:16]=[CH:15][C:14]([O:17][C:18]4[CH:23]=[CH:22][CH:21]=[CH:20][CH:19]=4)=[CH:13][C:12]=3[F:24])[C:3]=12.Cl. Product: [NH2:28][C@H:26]([CH3:27])[CH2:25][N:8]1[C:4]2=[N:5][CH:6]=[N:7][C:2]([NH2:1])=[C:3]2[C:10]([C:11]2[CH:16]=[CH:15][C:14]([O:17][C:18]3[CH:19]=[CH:20][CH:21]=[CH:22][CH:23]=3)=[CH:13][C:12]=2[F:24])=[N:9]1. The catalyst class is: 135. (3) Reactant: [H-].[Na+].[F:3][C:4]([F:18])([F:17])[C:5]1[CH:10]=[CH:9][N:8]=[C:7]([C:11]2[NH:12][O:13][C:14](=[O:16])[N:15]=2)[CH:6]=1.[CH2:19](Br)[C:20]1[CH:25]=[CH:24][CH:23]=[CH:22][CH:21]=1.[Cl-].[NH4+]. Product: [CH2:19]([N:15]1[C:14](=[O:16])[O:13][N:12]=[C:11]1[C:7]1[CH:6]=[C:5]([C:4]([F:3])([F:17])[F:18])[CH:10]=[CH:9][N:8]=1)[C:20]1[CH:25]=[CH:24][CH:23]=[CH:22][CH:21]=1. The catalyst class is: 9. (4) Reactant: [F:1][C:2]([F:11])([F:10])[CH2:3][CH2:4][CH:5]([C:8]#[N:9])[C:6]#[N:7].[Cl:12][C:13]1[CH:18]=[CH:17][C:16]([CH2:19]Cl)=[CH:15][N:14]=1.C(=O)([O-])[O-].[K+].[K+].O. Product: [Cl:12][C:13]1[N:14]=[CH:15][C:16]([CH2:19][C:5]([CH2:4][CH2:3][C:2]([F:10])([F:11])[F:1])([C:8]#[N:9])[C:6]#[N:7])=[CH:17][CH:18]=1. The catalyst class is: 9. (5) Reactant: [C:1]([O:5][C:6](=[O:39])[CH2:7][CH:8]1[CH2:13][CH:12]([CH2:14][CH2:15][C:16]2[N:17]([CH:34]([CH3:36])[CH3:35])[CH:18]=[C:19]([C:28]3[CH:33]=[CH:32][CH:31]=[CH:30][N:29]=3)[C:20]=2[C:21]2[CH:26]=[CH:25][C:24]([F:27])=[CH:23][CH:22]=2)[O:11][C:10]([CH3:38])([CH3:37])[O:9]1)([CH3:4])([CH3:3])[CH3:2].[I:40]N1C(=O)CCC1=O.C(Cl)Cl.C([O-])(O)=O.[Na+]. Product: [C:1]([O:5][C:6](=[O:39])[CH2:7][CH:8]1[CH2:13][CH:12]([CH2:14][CH2:15][C:16]2[N:17]([CH:34]([CH3:35])[CH3:36])[C:18]([I:40])=[C:19]([C:28]3[CH:33]=[CH:32][CH:31]=[CH:30][N:29]=3)[C:20]=2[C:21]2[CH:22]=[CH:23][C:24]([F:27])=[CH:25][CH:26]=2)[O:11][C:10]([CH3:37])([CH3:38])[O:9]1)([CH3:4])([CH3:2])[CH3:3]. The catalyst class is: 3. (6) Reactant: [CH2:1]([O:5][CH2:6][CH2:7][O:8][C:9]1[CH:14]=[CH:13][C:12]([C:15]2[CH:20]=[CH:19][C:18]([N:21]3[CH2:26][CH2:25][CH2:24][CH2:23][CH2:22]3)=[C:17](/[CH:27]=[CH:28]/[C:29]([O:31]CC)=[O:30])[CH:16]=2)=[CH:11][CH:10]=1)[CH2:2][CH2:3][CH3:4].[OH-].[Na+].Cl. Product: [CH2:1]([O:5][CH2:6][CH2:7][O:8][C:9]1[CH:10]=[CH:11][C:12]([C:15]2[CH:20]=[CH:19][C:18]([N:21]3[CH2:26][CH2:25][CH2:24][CH2:23][CH2:22]3)=[C:17](/[CH:27]=[CH:28]/[C:29]([OH:31])=[O:30])[CH:16]=2)=[CH:13][CH:14]=1)[CH2:2][CH2:3][CH3:4]. The catalyst class is: 219.